Dataset: Reaction yield outcomes from USPTO patents with 853,638 reactions. Task: Predict the reaction yield, written as a fraction of the theoretical maximum amount of product (1.0 means a 100% yield; for example, 0.34 means a 34% yield). The catalyst is CN(C=O)C. The product is [Cl:1][C:2]1[CH:11]=[CH:10][CH:9]=[C:8]2[C:3]=1[C:4](=[O:21])[N:5]([C:14]1[CH:19]=[CH:18][CH:17]=[CH:16][C:15]=1[Cl:20])[C:6]([CH2:12][S:23][C:24]1[N:32]=[CH:31][N:30]=[C:29]3[C:25]=1[N:26]=[CH:27][NH:28]3)=[N:7]2. The reactants are [Cl:1][C:2]1[CH:11]=[CH:10][CH:9]=[C:8]2[C:3]=1[C:4](=[O:21])[N:5]([C:14]1[CH:19]=[CH:18][CH:17]=[CH:16][C:15]=1[Cl:20])[C:6]([CH2:12]Cl)=[N:7]2.O.[SH:23][C:24]1[N:32]=[CH:31][N:30]=[C:29]2[C:25]=1[NH:26][CH:27]=[N:28]2.C([O-])([O-])=O.[K+].[K+]. The yield is 0.850.